The task is: Predict the product of the given reaction.. This data is from Forward reaction prediction with 1.9M reactions from USPTO patents (1976-2016). (1) Given the reactants [CH:1]([N:4]1[CH:8]=[C:7]([C:9]([O:11]CC)=[O:10])[C:6]([C:14]([F:17])([F:16])[F:15])=[N:5]1)([CH3:3])[CH3:2].[OH-].[Li+], predict the reaction product. The product is: [CH:1]([N:4]1[CH:8]=[C:7]([C:9]([OH:11])=[O:10])[C:6]([C:14]([F:17])([F:16])[F:15])=[N:5]1)([CH3:3])[CH3:2]. (2) Given the reactants [NH:1]1[CH2:6][CH2:5][CH2:4][CH2:3][CH2:2]1.Cl.C(N=C=NCCCN(C)C)C.[CH3:19][O:20][C:21]1[C:22]([CH3:51])=[C:23]([C:42]([O:49][CH3:50])=[C:43]([O:47][CH3:48])[C:44]=1[O:45][CH3:46])[CH2:24][C:25]1[CH:33]=[CH:32][C:28]([C:29](O)=[O:30])=[C:27]([O:34][CH2:35][C:36]2[CH:41]=[CH:40][CH:39]=[CH:38][CH:37]=2)[CH:26]=1, predict the reaction product. The product is: [CH3:19][O:20][C:21]1[C:22]([CH3:51])=[C:23]([C:42]([O:49][CH3:50])=[C:43]([O:47][CH3:48])[C:44]=1[O:45][CH3:46])[CH2:24][C:25]1[CH:33]=[CH:32][C:28]([C:29]([N:1]2[CH2:6][CH2:5][CH2:4][CH2:3][CH2:2]2)=[O:30])=[C:27]([O:34][CH2:35][C:36]2[CH:41]=[CH:40][CH:39]=[CH:38][CH:37]=2)[CH:26]=1. (3) Given the reactants [Cl:1][C:2]1[C:3]([F:28])=[C:4]([CH:8]2[C:12]([C:15]3[CH:20]=[CH:19][C:18]([Cl:21])=[CH:17][C:16]=3[F:22])([C:13]#[N:14])[CH:11]([CH2:23][C:24]([CH3:27])([CH3:26])[CH3:25])[CH2:10][NH:9]2)[CH:5]=[CH:6][CH:7]=1.[C:29](Cl)(Cl)=[O:30].C(N(CC)CC)C.[CH3:40][O:41][C:42](=[O:50])[C:43]1[CH:48]=[CH:47][CH:46]=[C:45]([NH2:49])[CH:44]=1, predict the reaction product. The product is: [CH3:40][O:41][C:42](=[O:50])[C:43]1[CH:48]=[CH:47][CH:46]=[C:45]([NH:49][C:29]([N:9]2[CH2:10][C@@H:11]([CH2:23][C:24]([CH3:25])([CH3:27])[CH3:26])[C@@:12]([C:15]3[CH:20]=[CH:19][C:18]([Cl:21])=[CH:17][C:16]=3[F:22])([C:13]#[N:14])[C@H:8]2[C:4]2[CH:5]=[CH:6][CH:7]=[C:2]([Cl:1])[C:3]=2[F:28])=[O:30])[CH:44]=1. (4) Given the reactants [Cl:1][C:2]1[N:3]=[C:4]([C:9]([NH:11][C@H:12]2[CH2:17][CH2:16][N:15]([C:18]3[S:22][C:21]([CH3:23])=[C:20]([C:24]([O:26]C)=[O:25])[CH:19]=3)[CH2:14][C@H:13]2[O:28][CH3:29])=[O:10])[NH:5][C:6]=1[CH2:7][CH3:8].[OH-].[Li+], predict the reaction product. The product is: [Cl:1][C:2]1[N:3]=[C:4]([C:9]([NH:11][C@H:12]2[CH2:17][CH2:16][N:15]([C:18]3[S:22][C:21]([CH3:23])=[C:20]([C:24]([OH:26])=[O:25])[CH:19]=3)[CH2:14][C@H:13]2[O:28][CH3:29])=[O:10])[NH:5][C:6]=1[CH2:7][CH3:8]. (5) Given the reactants [F:1][C:2]([F:13])([F:12])[C:3]1[CH:8]=[CH:7][N:6]=[CH:5][C:4]=1[C:9]([OH:11])=O.[CH3:14][CH:15]([CH3:33])[CH2:16][CH2:17][NH:18][C:19]([C:21]1[N:22]=[N:23][C:24]([N:27]2[CH2:32][CH2:31][NH:30][CH2:29][CH2:28]2)=[CH:25][CH:26]=1)=[O:20], predict the reaction product. The product is: [CH3:14][CH:15]([CH3:33])[CH2:16][CH2:17][NH:18][C:19]([C:21]1[N:22]=[N:23][C:24]([N:27]2[CH2:32][CH2:31][N:30]([C:9]([C:4]3[CH:5]=[N:6][CH:7]=[CH:8][C:3]=3[C:2]([F:1])([F:13])[F:12])=[O:11])[CH2:29][CH2:28]2)=[CH:25][CH:26]=1)=[O:20]. (6) Given the reactants C(N(C(C)C)CC=CC1C=CC=CC=1)(C)C.C1C(O)=CC=C(C)C=1.CS(O)(=O)=O.[OH:30][C:31]1[CH:36]=[CH:35][C:34]([CH3:37])=[CH:33][C:32]=1[CH:38]([C:48]1[CH:53]=[CH:52][CH:51]=[CH:50][CH:49]=1)[CH2:39][CH2:40][N:41]([CH:45]([CH3:47])[CH3:46])[CH:42]([CH3:44])[CH3:43], predict the reaction product. The product is: [OH:30][C:31]1[CH:36]=[CH:35][C:34]([CH3:37])=[CH:33][C:32]=1[C@@H:38]([C:48]1[CH:49]=[CH:50][CH:51]=[CH:52][CH:53]=1)[CH2:39][CH2:40][N:41]([CH:45]([CH3:47])[CH3:46])[CH:42]([CH3:43])[CH3:44]. (7) The product is: [Si:18]([O:8][CH:6]([C:4]1[N:3]=[N:2][NH:1][CH:5]=1)[CH3:7])([C:15]([CH3:17])([CH3:16])[CH3:14])([C:25]1[CH:26]=[CH:27][CH:28]=[CH:29][CH:30]=1)[C:19]1[CH:24]=[CH:23][CH:22]=[CH:21][CH:20]=1. Given the reactants [NH:1]1[CH:5]=[C:4]([CH:6]([OH:8])[CH3:7])[N:3]=[N:2]1.N1C=CN=C1.[CH3:14][C:15]([Si:18](Cl)([C:25]1[CH:30]=[CH:29][CH:28]=[CH:27][CH:26]=1)[C:19]1[CH:24]=[CH:23][CH:22]=[CH:21][CH:20]=1)([CH3:17])[CH3:16], predict the reaction product. (8) Given the reactants [F:1][C:2]1[CH:3]=[C:4]([NH:9]C(=O)CC(NC2C=CC(F)=CC=2)=O)[CH:5]=[CH:6][C:7]=1[OH:8].[H-].[Na+].Cl.Cl[C:27]1[CH:32]=[CH:31][N:30]=[CH:29][C:28]=1[N+:33]([O-:35])=[O:34], predict the reaction product. The product is: [F:1][C:2]1[CH:3]=[C:4]([NH2:9])[CH:5]=[CH:6][C:7]=1[O:8][C:27]1[CH:32]=[CH:31][N:30]=[CH:29][C:28]=1[N+:33]([O-:35])=[O:34].